From a dataset of Reaction yield outcomes from USPTO patents with 853,638 reactions. Predict the reaction yield, written as a fraction of the theoretical maximum amount of product (1.0 means a 100% yield; for example, 0.34 means a 34% yield). (1) The reactants are Cl[Sn]Cl.O.[Br:5][C:6]1[C:7]([CH2:15][N:16]2[C:20]([CH3:21])=[C:19]([N+:22]([O-])=O)[C:18]([C:25]([NH2:27])=[O:26])=[N:17]2)=[CH:8][C:9]2[O:13][CH2:12][O:11][C:10]=2[CH:14]=1. The catalyst is CCO. The product is [NH2:22][C:19]1[C:18]([C:25]([NH2:27])=[O:26])=[N:17][N:16]([CH2:15][C:7]2[C:6]([Br:5])=[CH:14][C:10]3[O:11][CH2:12][O:13][C:9]=3[CH:8]=2)[C:20]=1[CH3:21]. The yield is 0.570. (2) The reactants are [Br-].[Br:2][C:3]1[CH:4]=[C:5]([CH2:9][P+](C2C=CC=CC=2)(C2C=CC=CC=2)C2C=CC=CC=2)[CH:6]=[CH:7][CH:8]=1.[H-].[Na+].O=[C:32]1[CH2:37][CH2:36][N:35]([C:38]([O:40][C:41]([CH3:44])([CH3:43])[CH3:42])=[O:39])[CH2:34][CH2:33]1. The catalyst is CN(C=O)C.CCOCC. The product is [Br:2][C:3]1[CH:4]=[C:5]([CH:9]=[C:32]2[CH2:37][CH2:36][N:35]([C:38]([O:40][C:41]([CH3:44])([CH3:43])[CH3:42])=[O:39])[CH2:34][CH2:33]2)[CH:6]=[CH:7][CH:8]=1. The yield is 0.280. (3) The yield is 0.840. The reactants are [NH2:1][C:2]1[CH:7]=[CH:6][C:5]([OH:8])=[CH:4][CH:3]=1.CC(C)([O-])C.[K+].Cl[C:16]1[CH:21]=[CH:20][N:19]=[C:18]([C:22]([NH:24][CH3:25])=[O:23])[CH:17]=1.C([O-])([O-])=O.[K+].[K+]. The catalyst is CN(C=O)C. The product is [CH3:25][NH:24][C:22]([C:18]1[CH:17]=[C:16]([O:8][C:5]2[CH:6]=[CH:7][C:2]([NH2:1])=[CH:3][CH:4]=2)[CH:21]=[CH:20][N:19]=1)=[O:23]. (4) The reactants are Cl.[NH:2]1[CH2:7][CH2:6][C:5](=[O:8])[CH2:4][CH2:3]1.N1C=CC=CC=1.[Br:15][C:16]1[CH:21]=[CH:20][C:19]([S:22](Cl)(=[O:24])=[O:23])=[CH:18][CH:17]=1. The catalyst is ClCCl. The product is [Br:15][C:16]1[CH:21]=[CH:20][C:19]([S:22]([N:2]2[CH2:7][CH2:6][C:5](=[O:8])[CH2:4][CH2:3]2)(=[O:24])=[O:23])=[CH:18][CH:17]=1. The yield is 0.750.